Predict the reactants needed to synthesize the given product. From a dataset of Full USPTO retrosynthesis dataset with 1.9M reactions from patents (1976-2016). (1) Given the product [C:28]([OH:2])(=[O:29])[CH3:30].[CH2:6]([NH:14][C:15]1[NH:17][C:18]([NH:20][CH2:21][CH2:22][CH2:23][CH2:24][CH2:25][CH3:26])=[N:19][C:28]([CH3:30])([CH3:27])[N:16]=1)[CH2:7][CH2:8][CH2:9][CH2:10][CH2:11][CH2:12][CH3:13], predict the reactants needed to synthesize it. The reactants are: C[OH:2].Cl.Cl.Cl.[CH2:6]([NH:14][C:15]([NH:17][C:18]([NH:20][CH2:21][CH2:22][CH2:23][CH2:24][CH2:25][CH3:26])=[NH:19])=[NH:16])[CH2:7][CH2:8][CH2:9][CH2:10][CH2:11][CH2:12][CH3:13].[CH3:27][C:28]([CH3:30])=[O:29]. (2) Given the product [CH2:1]([N:8]1[C:16]2[C:11](=[CH:12][C:13]([C:17]3[CH:18]=[CH:19][C:20]([O:23][C:24]([F:25])([F:26])[F:27])=[CH:21][CH:22]=3)=[CH:14][CH:15]=2)[C:10]([C:28](=[O:40])[C:29]([NH:31][CH2:32][C:33]([OH:35])=[O:34])=[O:30])=[CH:9]1)[C:2]1[CH:3]=[CH:4][CH:5]=[CH:6][CH:7]=1, predict the reactants needed to synthesize it. The reactants are: [CH2:1]([N:8]1[C:16]2[C:11](=[CH:12][C:13]([C:17]3[CH:22]=[CH:21][C:20]([O:23][C:24]([F:27])([F:26])[F:25])=[CH:19][CH:18]=3)=[CH:14][CH:15]=2)[C:10]([C:28](=[O:40])[C:29]([NH:31][CH2:32][C:33]([O:35]C(C)(C)C)=[O:34])=[O:30])=[CH:9]1)[C:2]1[CH:7]=[CH:6][CH:5]=[CH:4][CH:3]=1.FC(F)(F)C(O)=O. (3) The reactants are: O[N:2]1C(=O)[CH2:5][CH2:4][C:3]1=[O:8].C1([N:15]=C=NC2CCCCC2)CCCCC1.C(O[C:29]([C@@H:31]1[CH2:35][CH2:34][CH2:33][N:32]1[S:36]([C:39]1[N:43]2[C@:44]([CH3:69])([CH2:56][C:57]3[CH:62]=[CH:61][C:60]([C:63]4[CH:64]=[N:65][CH:66]=[N:67][CH:68]=4)=[CH:59][CH:58]=3)[C:45](=[O:55])[N:46]([C:47]3[CH:52]=[C:51]([Cl:53])[CH:50]=[C:49]([Cl:54])[CH:48]=3)[C:42]2=[N:41][CH:40]=1)(=[O:38])=[O:37])=[O:30])(C)(C)C. Given the product [C:3]([C@H:4]([NH:15][C:29]([C@@H:31]1[CH2:35][CH2:34][CH2:33][N:32]1[S:36]([C:39]1[N:43]2[C@:44]([CH3:69])([CH2:56][C:57]3[CH:62]=[CH:61][C:60]([C:63]4[CH:64]=[N:65][CH:66]=[N:67][CH:68]=4)=[CH:59][CH:58]=3)[C:45](=[O:55])[N:46]([C:47]3[CH:52]=[C:51]([Cl:53])[CH:50]=[C:49]([Cl:54])[CH:48]=3)[C:42]2=[N:41][CH:40]=1)(=[O:38])=[O:37])=[O:30])[CH3:5])(=[O:8])[NH2:2], predict the reactants needed to synthesize it. (4) Given the product [F:57][C:52]([F:58])([C:53]([F:55])([F:54])[F:56])[C:51]([F:60])([F:59])[C:48]1[N:47]=[C:46]([C:43]2[CH:44]=[CH:45][C:40]([NH:39][C:37](=[O:38])[C@@H:19]([NH:18][C:16]([C@H:13]3[CH2:12][CH2:11][C@H:10]([CH2:9][NH:8][C:6](=[O:7])[O:5][C:1]([CH3:4])([CH3:2])[CH3:3])[CH2:15][CH2:14]3)=[O:17])[CH2:20][C:21]3[CH:26]=[CH:25][C:24]([C:27]4[CH:32]=[CH:31][C:30]([C:33](=[O:35])[NH:61][CH:62]5[CH2:67][CH2:66][CH2:65][NH:64][C:63]5=[O:68])=[CH:29][C:28]=4[CH3:36])=[CH:23][CH:22]=3)=[CH:41][CH:42]=2)[NH:50][N:49]=1, predict the reactants needed to synthesize it. The reactants are: [C:1]([O:5][C:6]([NH:8][CH2:9][C@H:10]1[CH2:15][CH2:14][C@H:13]([C:16]([NH:18][C@H:19]([C:37]([NH:39][C:40]2[CH:45]=[CH:44][C:43]([C:46]3[NH:50][N:49]=[C:48]([C:51]([F:60])([F:59])[C:52]([F:58])([F:57])[C:53]([F:56])([F:55])[F:54])[N:47]=3)=[CH:42][CH:41]=2)=[O:38])[CH2:20][C:21]2[CH:26]=[CH:25][C:24]([C:27]3[CH:32]=[CH:31][C:30]([C:33]([OH:35])=O)=[CH:29][C:28]=3[CH3:36])=[CH:23][CH:22]=2)=[O:17])[CH2:12][CH2:11]1)=[O:7])([CH3:4])([CH3:3])[CH3:2].[NH2:61][CH:62]1[CH2:67][CH2:66][CH2:65][NH:64][C:63]1=[O:68].C(N(CC)C(C)C)(C)C.F[P-](F)(F)(F)(F)F.CN(C(ON1C2=NC=CC=C2N=N1)=[N+](C)C)C. (5) The reactants are: [CH3:1][CH:2]1[CH2:6][CH2:5][CH2:4][N:3]1[CH2:7][CH2:8][CH2:9][O:10][C:11]1[CH:16]=[CH:15][C:14]([N:17]2[CH:21]=[C:20]([NH:22][C:23](=[O:29])[CH2:24][CH2:25][C:26]([OH:28])=O)[CH:19]=[N:18]2)=[CH:13][CH:12]=1. Given the product [CH3:1][CH:2]1[CH2:6][CH2:5][CH2:4][N:3]1[CH2:7][CH2:8][CH2:9][O:10][C:11]1[CH:16]=[CH:15][C:14]([N:17]2[CH:21]=[C:20]([N:22]3[C:26](=[O:28])[CH2:25][CH2:24][C:23]3=[O:29])[CH:19]=[N:18]2)=[CH:13][CH:12]=1, predict the reactants needed to synthesize it. (6) Given the product [O:18]=[C:12]1[NH:13][C:14](=[O:17])[CH:15]=[CH:16][N:11]1[C@@H:4]1[O:5][C@H:6]([CH2:9][O:10][P:69]([NH:47][C@@H:48]([CH3:55])[C:49]([O:51][CH2:52][C:38]([O:37][CH3:62])([CH3:39])[CH3:43])=[O:50])([O:71][C:27]2[CH:28]=[CH:29][CH:30]=[CH:31][CH:32]=2)=[O:70])[C@@H:7]([OH:8])[C@@:3]1([C:1]#[CH:2])[OH:19], predict the reactants needed to synthesize it. The reactants are: [C:1]([C@@:3]1([OH:19])[C@H:7]([OH:8])[C@@H:6]([CH2:9][OH:10])[O:5][C@H:4]1[N:11]1[CH:16]=[CH:15][C:14](=[O:17])[NH:13][C:12]1=[O:18])#[CH:2].CN(C1[C:28]2[C:29](N(C)C)=[CH:30][CH:31]=[CH:32][C:27]=2C=CC=1)C.P(Cl)(Cl)(=O)[O:37][C:38]1[CH:43]=CC=C[CH:39]=1.[NH2:47][C@@H:48]([CH2:55]C1C=CC=CC=1)[C:49]([O:51][CH:52](C)C)=[O:50].[CH2:62](N(CC)CC)C.[P:69](OC)(OC)([O:71]C)=[O:70]. (7) Given the product [F:1][C:2]([F:10])([F:11])[C:3]1[CH:4]=[C:5]([CH:6]=[CH:7][CH:8]=1)[O:9][C:15]1[CH:14]=[CH:13][N:30]=[C:28]([C:27]2[CH:26]=[CH:25][C:24]([C:23]([F:22])([F:33])[F:34])=[CH:32][CH:31]=2)[N:29]=1, predict the reactants needed to synthesize it. The reactants are: [F:1][C:2]([F:11])([F:10])[C:3]1[CH:4]=[C:5]([OH:9])[CH:6]=[CH:7][CH:8]=1.Cl[C:13](Cl)=[CH:14][CH:15]=O.C([O-])(=O)C.[F:22][C:23]([F:34])([F:33])[C:24]1[CH:32]=[CH:31][C:27]([C:28]([NH2:30])=[NH2+:29])=[CH:26][CH:25]=1.C(=O)([O-])[O-].[Na+].[Na+]. (8) Given the product [O:4]1[CH2:3][CH:2]([CH2:1][NH2:19])[CH2:8][O:7][C:6]2[CH:9]=[CH:10][CH:11]=[CH:12][C:5]1=2, predict the reactants needed to synthesize it. The reactants are: [CH2:1]=[C:2]1[CH2:8][O:7][C:6]2[CH:9]=[CH:10][CH:11]=[CH:12][C:5]=2[O:4][CH2:3]1.B.C1COCC1.[NH2:19]S(O)(=O)=O.[OH-].[Na+]. (9) Given the product [CH3:29][O:28][C:14]1[CH:15]=[C:16]([CH:26]=[CH:27][C:13]=1[NH:12][C:4]1[N:3]=[C:2]([NH:30][C:31]2[C:32]([C:37](=[O:38])[NH:39][CH3:40])=[N:33][CH:34]=[CH:35][CH:36]=2)[C:7]([C:8]([F:11])([F:10])[F:9])=[CH:6][N:5]=1)[CH2:17][P:18](=[O:25])([O:22][CH2:23][CH3:24])[O:19][CH2:20][CH3:21], predict the reactants needed to synthesize it. The reactants are: Cl[C:2]1[C:7]([C:8]([F:11])([F:10])[F:9])=[CH:6][N:5]=[C:4]([NH:12][C:13]2[CH:27]=[CH:26][C:16]([CH2:17][P:18](=[O:25])([O:22][CH2:23][CH3:24])[O:19][CH2:20][CH3:21])=[CH:15][C:14]=2[O:28][CH3:29])[N:3]=1.[NH2:30][C:31]1[C:32]([C:37]([NH:39][CH3:40])=[O:38])=[N:33][CH:34]=[CH:35][CH:36]=1.C(O)(C(F)(F)F)=O. (10) Given the product [NH2:1][C:4]1[N:9]=[CH:8][C:7]([N:10]2[CH:11]3[CH2:17][CH2:16][CH:15]2[CH2:14][N:13]([C:18]([O:20][C:21]([CH3:24])([CH3:23])[CH3:22])=[O:19])[CH2:12]3)=[CH:6][CH:5]=1, predict the reactants needed to synthesize it. The reactants are: [N+:1]([C:4]1[N:9]=[CH:8][C:7]([N:10]2[CH:15]3[CH2:16][CH2:17][CH:11]2[CH2:12][N:13]([C:18]([O:20][C:21]([CH3:24])([CH3:23])[CH3:22])=[O:19])[CH2:14]3)=[CH:6][CH:5]=1)([O-])=O.